From a dataset of Forward reaction prediction with 1.9M reactions from USPTO patents (1976-2016). Predict the product of the given reaction. (1) Given the reactants FC(F)(F)C(O)=O.[CH:8]1([C:11]2[C:20]3[C:15](=[CH:16][CH:17]=[CH:18][CH:19]=3)[C:14]([N:21]3[C:25]([C:26]4[CH:31]=[CH:30][CH:29]=[CH:28][CH:27]=4)=[N:24][N:23]=[C:22]3[S:32][C:33]([CH3:42])([CH3:41])[C:34]([O:36]C(C)(C)C)=[O:35])=[CH:13][CH:12]=2)[CH2:10][CH2:9]1, predict the reaction product. The product is: [CH:8]1([C:11]2[C:20]3[C:15](=[CH:16][CH:17]=[CH:18][CH:19]=3)[C:14]([N:21]3[C:25]([C:26]4[CH:27]=[CH:28][CH:29]=[CH:30][CH:31]=4)=[N:24][N:23]=[C:22]3[S:32][C:33]([CH3:42])([CH3:41])[C:34]([OH:36])=[O:35])=[CH:13][CH:12]=2)[CH2:9][CH2:10]1. (2) Given the reactants Cl.O.[NH:3]1[CH2:8][CH2:7][C:6](=O)[CH2:5][CH2:4]1.Cl.[CH3:11][O:12][C:13]1[CH:18]=[CH:17][C:16]([NH:19]N)=[CH:15][CH:14]=1, predict the reaction product. The product is: [CH3:11][O:12][C:13]1[CH:18]=[CH:17][C:16]2[NH:19][C:6]3[CH2:5][CH2:4][NH:3][CH2:8][C:7]=3[C:15]=2[CH:14]=1. (3) Given the reactants [S:1]1[CH2:4][CH:3]([CH2:5][CH2:6]O)[CH2:2]1.C(P(CCCC)CCCC)CCC.N(C(N1CCCCC1)=O)=NC(N1CCCCC1)=O.[Cl:39][C:40]1[CH:41]=[C:42]2[CH:48]=[C:47]([C:49]([O:51][CH2:52][CH3:53])=[O:50])[NH:46][C:43]2=[CH:44][N:45]=1, predict the reaction product. The product is: [Cl:39][C:40]1[CH:41]=[C:42]2[CH:48]=[C:47]([C:49]([O:51][CH2:52][CH3:53])=[O:50])[N:46]([CH2:6][CH2:5][CH:3]3[CH2:2][S:1][CH2:4]3)[C:43]2=[CH:44][N:45]=1. (4) Given the reactants [CH3:1][C:2]1[CH:30]=[CH:29][CH:28]=[C:27]([CH3:31])[C:3]=1[CH2:4][O:5][C:6]1[CH:7]=[C:8]([CH:24]=[CH:25][CH:26]=1)[C:9]([CH:11]([CH2:17][CH2:18][C:19]([O:21]CC)=[O:20])C(OCC)=O)=[O:10].[OH-].[Na+], predict the reaction product. The product is: [CH3:31][C:27]1[CH:28]=[CH:29][CH:30]=[C:2]([CH3:1])[C:3]=1[CH2:4][O:5][C:6]1[CH:7]=[C:8]([C:9](=[O:10])[CH2:11][CH2:17][CH2:18][C:19]([OH:21])=[O:20])[CH:24]=[CH:25][CH:26]=1. (5) Given the reactants [NH2:1][N:2]1[N:11]=[C:10]([N:12]2[CH2:17][CH2:16][S:15][CH2:14][CH2:13]2)[C:9]2[C:4](=[CH:5][CH:6]=[CH:7][CH:8]=2)[C:3]1=[O:18].[Cl:19][C:20]1[CH:25]=[CH:24][C:23]([CH2:26][C:27](O)=[O:28])=[CH:22][CH:21]=1, predict the reaction product. The product is: [Cl:19][C:20]1[CH:25]=[CH:24][C:23]([CH2:26][C:27]([NH:1][N:2]2[N:11]=[C:10]([N:12]3[CH2:13][CH2:14][S:15][CH2:16][CH2:17]3)[C:9]3[C:4](=[CH:5][CH:6]=[CH:7][CH:8]=3)[C:3]2=[O:18])=[O:28])=[CH:22][CH:21]=1. (6) Given the reactants C([O:5][C:6](=[O:35])[C:7]([CH3:34])([S:9][C:10]1[S:11][CH:12]=[C:13]([CH2:15][CH2:16][NH:17][C:18]2[N:23]=[CH:22][C:21]([C:24]3[CH:29]=[CH:28][CH:27]=[C:26]([C:30]([F:33])([F:32])[F:31])[CH:25]=3)=[CH:20][N:19]=2)[N:14]=1)[CH3:8])(C)(C)C.FC(F)(F)C(O)=O.[Cl:43]CCl, predict the reaction product. The product is: [ClH:43].[CH3:34][C:7]([S:9][C:10]1[S:11][CH:12]=[C:13]([CH2:15][CH2:16][NH:17][C:18]2[N:23]=[CH:22][C:21]([C:24]3[CH:29]=[CH:28][CH:27]=[C:26]([C:30]([F:33])([F:31])[F:32])[CH:25]=3)=[CH:20][N:19]=2)[N:14]=1)([CH3:8])[C:6]([OH:35])=[O:5]. (7) The product is: [C:20]([O:19][C:17]([N:12]1[C:11]([NH2:14])=[CH:10][C:9]([C:6]2[CH:7]=[N:8][C:3]([O:2][CH3:1])=[CH:4][CH:5]=2)=[N:13]1)=[O:18])([CH3:23])([CH3:22])[CH3:21]. Given the reactants [CH3:1][O:2][C:3]1[N:8]=[CH:7][C:6]([C:9]2[CH:10]=[C:11]([NH2:14])[NH:12][N:13]=2)=[CH:5][CH:4]=1.[OH-].[K+].[C:17](O[C:17]([O:19][C:20]([CH3:23])([CH3:22])[CH3:21])=[O:18])([O:19][C:20]([CH3:23])([CH3:22])[CH3:21])=[O:18].CCCCC, predict the reaction product. (8) Given the reactants C(Cl)(=O)C(Cl)=O.[CH2:7]([O:9][C:10](/[CH:12]=[CH:13]/[C:14]1[CH:22]=[C:21]([C:23]([F:26])([F:25])[F:24])[CH:20]=[CH:19][C:15]=1[C:16]([OH:18])=O)=[O:11])[CH3:8].CCN(CC)CC.[F:34][C:35]([F:39])([F:38])[CH2:36][NH2:37], predict the reaction product. The product is: [F:34][C:35]([F:39])([F:38])[CH2:36][NH:37][C:16]([C:15]1[CH:19]=[CH:20][C:21]([C:23]([F:26])([F:25])[F:24])=[CH:22][C:14]=1/[CH:13]=[CH:12]/[C:10]([O:9][CH2:7][CH3:8])=[O:11])=[O:18]. (9) Given the reactants FC1C=C(N)C=CC=1OC1C=CN=C2C=C(C3N(C)C=CN=3)SC=12.[F:25][C:26]1[CH:47]=[C:46]([N+:48]([O-])=O)[CH:45]=[CH:44][C:27]=1[O:28][C:29]1[CH:34]=[CH:33][N:32]=[C:31]2[CH:35]=[C:36]([C:38]3[N:39]=[CH:40][N:41]([CH3:43])[CH:42]=3)[S:37][C:30]=12, predict the reaction product. The product is: [F:25][C:26]1[CH:47]=[C:46]([NH2:48])[CH:45]=[CH:44][C:27]=1[O:28][C:29]1[CH:34]=[CH:33][N:32]=[C:31]2[CH:35]=[C:36]([C:38]3[N:39]=[CH:40][N:41]([CH3:43])[CH:42]=3)[S:37][C:30]=12. (10) Given the reactants Cl[CH2:2][C:3]1[CH:22]=[CH:21][C:6]([CH2:7][O:8][C:9]2[CH:14]=[CH:13][C:12]([CH2:15][CH2:16][C:17]([O:19]C)=[O:18])=[CH:11][CH:10]=2)=[CH:5][CH:4]=1.Cl.Cl.[C:25]1([S:31]([CH2:34][CH2:35][N:36]2[CH2:41][CH2:40][NH:39][CH2:38][CH2:37]2)(=[O:33])=[O:32])[CH:30]=[CH:29][CH:28]=[CH:27][CH:26]=1.C(=O)([O-])[O-].[K+].[K+].[OH-].[Na+].Cl, predict the reaction product. The product is: [C:25]1([S:31]([CH2:34][CH2:35][N:36]2[CH2:41][CH2:40][N:39]([CH2:2][C:3]3[CH:22]=[CH:21][C:6]([CH2:7][O:8][C:9]4[CH:14]=[CH:13][C:12]([CH2:15][CH2:16][C:17]([OH:19])=[O:18])=[CH:11][CH:10]=4)=[CH:5][CH:4]=3)[CH2:38][CH2:37]2)(=[O:33])=[O:32])[CH:26]=[CH:27][CH:28]=[CH:29][CH:30]=1.